Dataset: Forward reaction prediction with 1.9M reactions from USPTO patents (1976-2016). Task: Predict the product of the given reaction. (1) Given the reactants [Cl:1][C:2]1[C:11]([O:12][C:13]([F:16])([F:15])[F:14])=[CH:10][C:5]2[NH:6][C:7](=O)[NH:8][C:4]=2[CH:3]=1.O=P(Cl)(Cl)[Cl:19].[OH-].[Na+], predict the reaction product. The product is: [Cl:19][C:7]1[NH:8][C:4]2[CH:3]=[C:2]([Cl:1])[C:11]([O:12][C:13]([F:16])([F:15])[F:14])=[CH:10][C:5]=2[N:6]=1. (2) Given the reactants [OH:1][C:2]1[C:3]([NH:21][C:22](=[O:27])[C:23]([CH3:26])([CH3:25])[CH3:24])=[N:4][C:5]([N:8]2[C@H:13]([C:14]3[CH:19]=[CH:18][CH:17]=[CH:16][CH:15]=3)[CH2:12][O:11][C@H:10]([CH3:20])[CH2:9]2)=[CH:6][CH:7]=1.[I-].[Na+].C(=O)([O-])[O-].[K+].[K+].Br[CH2:37][C:38]([O:40][CH2:41][CH3:42])=[O:39], predict the reaction product. The product is: [CH3:20][C@@H:10]1[CH2:9][N:8]([C:5]2[N:4]=[C:3]([NH:21][C:22](=[O:27])[C:23]([CH3:26])([CH3:25])[CH3:24])[C:2]([O:1][CH2:37][C:38]([O:40][CH2:41][CH3:42])=[O:39])=[CH:7][CH:6]=2)[C@H:13]([C:14]2[CH:19]=[CH:18][CH:17]=[CH:16][CH:15]=2)[CH2:12][O:11]1. (3) Given the reactants O.[NH2:2]N.CO[N:6]=[CH:7][C:8]1[CH:13]=[CH:12][C:11]([N:14]2[CH2:18][CH2:17][N:16]([C:19]3[CH:20]=[N:21][CH:22]=[CH:23][C:24]=3[CH3:25])[C:15]2=[O:26])=[CH:10][C:9]=1F.CO, predict the reaction product. The product is: [NH:2]1[C:9]2[C:8](=[CH:13][CH:12]=[C:11]([N:14]3[CH2:18][CH2:17][N:16]([C:19]4[CH:20]=[N:21][CH:22]=[CH:23][C:24]=4[CH3:25])[C:15]3=[O:26])[CH:10]=2)[CH:7]=[N:6]1. (4) Given the reactants [N:1]1[C:9]([NH2:10])=[C:8]2[C:4]([N:5]([C:11]([C@@H:13]([C@H:24]([CH2:37][OH:38])[O:25][CH2:26][P:27]([O:33][CH:34]([CH3:36])[CH3:35])([O:29][CH:30]([CH3:32])[CH3:31])=[O:28])OC(OC3C=CC=CC=3)=S)=[O:12])[CH:6]=[N:7]2)=[N:3][CH:2]=1.CC(N=NC(C#N)(C)C)(C#N)C, predict the reaction product. The product is: [N:1]1[C:9]([NH2:10])=[C:8]2[C:4]([N:5]([C:11]([CH2:13][C@H:24]([CH2:37][OH:38])[O:25][CH2:26][P:27]([O:33][CH:34]([CH3:36])[CH3:35])([O:29][CH:30]([CH3:32])[CH3:31])=[O:28])=[O:12])[CH:6]=[N:7]2)=[N:3][CH:2]=1.